Dataset: Peptide-MHC class I binding affinity with 185,985 pairs from IEDB/IMGT. Task: Regression. Given a peptide amino acid sequence and an MHC pseudo amino acid sequence, predict their binding affinity value. This is MHC class I binding data. (1) The peptide sequence is AIIRMAQQL. The MHC is HLA-A02:01 with pseudo-sequence HLA-A02:01. The binding affinity (normalized) is 0.227. (2) The peptide sequence is KAWLVHRQW. The MHC is HLA-B58:01 with pseudo-sequence HLA-B58:01. The binding affinity (normalized) is 0.743. (3) The peptide sequence is YLINGRIPV. The MHC is HLA-A02:01 with pseudo-sequence HLA-A02:01. The binding affinity (normalized) is 1.00.